Dataset: Forward reaction prediction with 1.9M reactions from USPTO patents (1976-2016). Task: Predict the product of the given reaction. (1) The product is: [Cl:1][C:2]1[C:3]([C:18]([NH:27][CH:24]2[CH2:25][CH2:26][O:21][CH2:22][CH2:23]2)=[O:19])=[N:4][O:5][C:6]=1[C:7]1[CH:12]=[CH:11][C:10]([C:13]([F:16])([F:14])[F:15])=[C:9]([F:17])[CH:8]=1. Given the reactants [Cl:1][C:2]1[C:3]([C:18](O)=[O:19])=[N:4][O:5][C:6]=1[C:7]1[CH:12]=[CH:11][C:10]([C:13]([F:16])([F:15])[F:14])=[C:9]([F:17])[CH:8]=1.[O:21]1[CH2:26][CH2:25][CH:24]([NH2:27])[CH2:23][CH2:22]1.C(N(CC)CC)C.CCCP1(OP(CCC)(=O)OP(CCC)(=O)O1)=O, predict the reaction product. (2) Given the reactants [Cl:1][C:2]1[CH:7]=[CH:6][C:5]([NH:8][C:9](=[O:21])[C:10]2[CH:15]=[CH:14][C:13]([C:16]([F:19])([F:18])[F:17])=[N:12][C:11]=2[CH3:20])=[CH:4][C:3]=1B1OC(C)(C)C(C)(C)O1.[CH2:31]([C:33]1[CH:38]=[CH:37][N:36]=[C:35](Br)[CH:34]=1)[CH3:32], predict the reaction product. The product is: [Cl:1][C:2]1[CH:7]=[CH:6][C:5]([NH:8][C:9](=[O:21])[C:10]2[CH:15]=[CH:14][C:13]([C:16]([F:17])([F:19])[F:18])=[N:12][C:11]=2[CH3:20])=[CH:4][C:3]=1[C:35]1[CH:34]=[C:33]([CH2:31][CH3:32])[CH:38]=[CH:37][N:36]=1.